From a dataset of Full USPTO retrosynthesis dataset with 1.9M reactions from patents (1976-2016). Predict the reactants needed to synthesize the given product. Given the product [ClH:1].[Cl:38][C:18]([C:26]1[CH:31]=[CH:30][C:29]([I:32])=[CH:28][CH:27]=1)([C:20]1[N:24]([CH3:25])[CH:23]=[N:22][N:21]=1)[C:15]1[CH:16]=[C:17]2[C:12](=[CH:13][CH:14]=1)[N:11]1[N:33]=[N:34][N:35]=[C:10]1[N:9]=[C:8]2[C:4]1[CH:5]=[CH:6][CH:7]=[C:2]([Cl:1])[CH:3]=1, predict the reactants needed to synthesize it. The reactants are: [Cl:1][C:2]1[CH:3]=[C:4]([C:8]2[C:17]3[C:12](=[CH:13][CH:14]=[C:15]([C:18]([C:26]4[CH:31]=[CH:30][C:29]([I:32])=[CH:28][CH:27]=4)([C:20]4[N:24]([CH3:25])[CH:23]=[N:22][N:21]=4)O)[CH:16]=3)[N:11]3[N:33]=[N:34][N:35]=[C:10]3[N:9]=2)[CH:5]=[CH:6][CH:7]=1.S(Cl)([Cl:38])=O.